Dataset: TCR-epitope binding with 47,182 pairs between 192 epitopes and 23,139 TCRs. Task: Binary Classification. Given a T-cell receptor sequence (or CDR3 region) and an epitope sequence, predict whether binding occurs between them. (1) The epitope is PROT_97E67BCC. The TCR CDR3 sequence is CASSRRTSGASDTQYF. Result: 1 (the TCR binds to the epitope). (2) The epitope is FLYALALLL. The TCR CDR3 sequence is CASSLPRYNEQFF. Result: 0 (the TCR does not bind to the epitope). (3) The epitope is GILGFVFTL. The TCR CDR3 sequence is CASSYSRPGLSNQPQHF. Result: 1 (the TCR binds to the epitope). (4) The epitope is RPPIFIRRL. The TCR CDR3 sequence is CASIPDREGNIQYF. Result: 0 (the TCR does not bind to the epitope). (5) The epitope is KRWIILGLNK. The TCR CDR3 sequence is CASTIPPGTSVSGELFF. Result: 1 (the TCR binds to the epitope).